This data is from Full USPTO retrosynthesis dataset with 1.9M reactions from patents (1976-2016). The task is: Predict the reactants needed to synthesize the given product. (1) Given the product [CH2:19]([C:2]1[N:7]=[C:6]([CH2:8][NH:9][C:10](=[O:16])[O:11][C:12]([CH3:15])([CH3:14])[CH3:13])[CH:5]=[CH:4][CH:3]=1)[CH:18]=[CH2:17], predict the reactants needed to synthesize it. The reactants are: Br[C:2]1[N:7]=[C:6]([CH2:8][NH:9][C:10](=[O:16])[O:11][C:12]([CH3:15])([CH3:14])[CH3:13])[CH:5]=[CH:4][CH:3]=1.[CH2:17](B1OC(C)(C)C(C)(C)O1)[CH:18]=[CH2:19].[F-].[Cs+]. (2) The reactants are: [C:1]1([C@@H:7]([NH2:9])[CH3:8])[CH:6]=[CH:5][CH:4]=[CH:3][CH:2]=1.[CH:10]1([NH:13][C:14]([C:16]2[CH:17]=[C:18]([F:40])[C:19]([CH3:39])=[C:20]([C:22]3[CH:27]=[CH:26][C:25]([C:28](O)=[O:29])=[CH:24][C:23]=3[C:31]([NH:33][C:34]3[S:35][CH:36]=[CH:37][N:38]=3)=[O:32])[CH:21]=2)=[O:15])[CH2:12][CH2:11]1.Cl.CN(C)CCCN=C=NCC.CCOC(C)=O. Given the product [CH:10]1([NH:13][C:14]([C:16]2[CH:21]=[C:20]([C:22]3[C:23]([C:31]([NH:33][C:34]4[S:35][CH:36]=[CH:37][N:38]=4)=[O:32])=[CH:24][C:25]([C:28]([NH:9][C@@H:7]([C:1]4[CH:6]=[CH:5][CH:4]=[CH:3][CH:2]=4)[CH3:8])=[O:29])=[CH:26][CH:27]=3)[C:19]([CH3:39])=[C:18]([F:40])[CH:17]=2)=[O:15])[CH2:12][CH2:11]1, predict the reactants needed to synthesize it. (3) Given the product [NH2:31][C@H:10]([CH2:9][C:6]1[CH:5]=[CH:4][C:3]([Cl:2])=[CH:8][CH:7]=1)[C:11]([N:13]1[CH2:18][CH2:17][N:16]([C:19]2[C:20]3[CH:27]([CH3:28])[S:26](=[O:30])(=[O:29])[CH2:25][C:21]=3[N:22]=[CH:23][N:24]=2)[CH2:15][CH2:14]1)=[O:12], predict the reactants needed to synthesize it. The reactants are: Cl.[Cl:2][C:3]1[CH:8]=[CH:7][C:6]([CH2:9][C@@H:10]([NH:31]C(=O)OC(C)(C)C)[C:11]([N:13]2[CH2:18][CH2:17][N:16]([C:19]3[C:20]4[CH:27]([CH3:28])[S:26](=[O:30])(=[O:29])[CH2:25][C:21]=4[N:22]=[CH:23][N:24]=3)[CH2:15][CH2:14]2)=[O:12])=[CH:5][CH:4]=1.